From a dataset of Experimentally validated miRNA-target interactions with 360,000+ pairs, plus equal number of negative samples. Binary Classification. Given a miRNA mature sequence and a target amino acid sequence, predict their likelihood of interaction. The protein sequence of the target gene is MTNEEPLPKKVRLSETDFKVMARDELILRWKQYEAYVQALEGKYTDLNSNDVTGLRESEEKLKQQQQESARRENILVMRLATKEQEMQECTTQIQYLKQVQQPSVAQLRSTMVDPAINLFFLKMKGELEQTKDKLEQAQNELSAWKFTPDSQTGKKLMAKCRMLIQENQELGRQLSQGRIAQLEAELALQKKYSEELKSSQDELNDFIIQLDEEVEGMQSTILVLQQQLKETRQQLAQYQQQQSQASAPSTSRTTASEPVEQSEATSKDCSRLTNGPSNGSSSRQRTSGSGFHREGNTTE.... The miRNA is hsa-miR-3124-3p with sequence ACUUUCCUCACUCCCGUGAAGU. Result: 0 (no interaction).